This data is from Forward reaction prediction with 1.9M reactions from USPTO patents (1976-2016). The task is: Predict the product of the given reaction. Given the reactants C1([Li])C=CC=CC=1.[Cl-].[C:9]1([CH2:14][P+](C2C=CC=CC=2)(C2C=CC=CC=2)C2C=CC=CC=2)[S:13][CH:12]=[CH:11][CH:10]=1.[CH3:34][O:35][C:36]1[C:47]2=[C:48]3[N:43]([CH2:44][CH2:45][CH2:46]2)[CH2:42][CH2:41][CH2:40][C:39]3=[CH:38][C:37]=1[CH:49]=O.O, predict the reaction product. The product is: [CH3:34][O:35][C:36]1[C:47]2=[C:48]3[N:43]([CH2:44][CH2:45][CH2:46]2)[CH2:42][CH2:41][CH2:40][C:39]3=[CH:38][C:37]=1[CH:49]=[CH:14][C:9]1[S:13][CH:12]=[CH:11][CH:10]=1.